From a dataset of TCR-epitope binding with 47,182 pairs between 192 epitopes and 23,139 TCRs. Binary Classification. Given a T-cell receptor sequence (or CDR3 region) and an epitope sequence, predict whether binding occurs between them. (1) The epitope is NLNESLIDL. The TCR CDR3 sequence is CASSPYPGTRPYEQYF. Result: 1 (the TCR binds to the epitope). (2) The epitope is LPPIVAKEI. The TCR CDR3 sequence is CASSLQGANTGELFF. Result: 0 (the TCR does not bind to the epitope).